This data is from Forward reaction prediction with 1.9M reactions from USPTO patents (1976-2016). The task is: Predict the product of the given reaction. (1) Given the reactants P(Cl)(Cl)(Cl)=O.C[N:7]([CH:9]=O)C.C1(S([N:20]2[C:28]3[C:23](=[C:24]([CH2:29][C:30]([C:32]4[CH:37]=[CH:36][N:35]=[CH:34][CH:33]=4)=O)[CH:25]=[CH:26][CH:27]=3)[CH:22]=[N:21]2)(=O)=O)C=CC=CC=1.[ClH:38].NO, predict the reaction product. The product is: [Cl:38]/[C:30](/[C:32]1[CH:33]=[CH:34][N:35]=[CH:36][CH:37]=1)=[C:29](\[C:24]1[CH:25]=[CH:26][CH:27]=[C:28]2[C:23]=1[CH:22]=[N:21][NH:20]2)/[C:9]#[N:7]. (2) Given the reactants CS(C)=O.C1(N=C=NC2CCCCC2)CCCCC1.[CH3:20][O:21][C:22]1[CH:23]=[C:24]([N:31]2[CH2:36][CH2:35][CH:34]([OH:37])[CH2:33][CH2:32]2)[CH:25]=[CH:26][C:27]=1[N+:28]([O-:30])=[O:29].FC(F)(F)C(O)=O, predict the reaction product. The product is: [CH3:20][O:21][C:22]1[CH:23]=[C:24]([N:31]2[CH2:36][CH2:35][C:34](=[O:37])[CH2:33][CH2:32]2)[CH:25]=[CH:26][C:27]=1[N+:28]([O-:30])=[O:29]. (3) Given the reactants Cl.C(N=C=NCCCN(C)C)C.[Cl:13][C:14]1[C:15]([O:24][C:25]2[CH:30]=[C:29]([O:31][CH2:32][CH2:33][CH2:34][C:35]#[N:36])[CH:28]=[CH:27][C:26]=2/[CH:37]=[CH:38]/[C:39](O)=[O:40])=[N:16][CH:17]=[C:18]([C:20]([F:23])([F:22])[F:21])[CH:19]=1.[CH2:42]([S:47]([NH2:50])(=[O:49])=[O:48])[CH2:43][CH2:44][CH2:45][CH3:46].Cl, predict the reaction product. The product is: [Cl:13][C:14]1[C:15]([O:24][C:25]2[CH:30]=[C:29]([O:31][CH2:32][CH2:33][CH2:34][C:35]#[N:36])[CH:28]=[CH:27][C:26]=2/[CH:37]=[CH:38]/[C:39]([NH:50][S:47]([CH2:42][CH2:43][CH2:44][CH2:45][CH3:46])(=[O:49])=[O:48])=[O:40])=[N:16][CH:17]=[C:18]([C:20]([F:21])([F:23])[F:22])[CH:19]=1. (4) Given the reactants [OH:1][C:2]1[CH:3]=[C:4]([CH:9]=[CH:10][CH:11]=1)[C:5]([O:7][CH3:8])=[O:6], predict the reaction product. The product is: [OH:1][CH:2]1[CH2:11][CH2:10][CH2:9][CH:4]([C:5]([O:7][CH3:8])=[O:6])[CH2:3]1. (5) Given the reactants C([O:3][C:4](=[O:19])[CH2:5][CH2:6][CH2:7][C:8]1[CH:13]=[CH:12][C:11]([CH3:14])=[C:10]([N+:15]([O-:17])=[O:16])[C:9]=1[CH3:18])C.Cl, predict the reaction product. The product is: [CH3:18][C:9]1[C:10]([N+:15]([O-:17])=[O:16])=[C:11]([CH3:14])[CH:12]=[CH:13][C:8]=1[CH2:7][CH2:6][CH2:5][C:4]([OH:19])=[O:3]. (6) Given the reactants [F:1][C:2]1[CH:7]=[CH:6][CH:5]=[C:4]([F:8])[C:3]=1[C:9]1[N:10]=[N:11][C:12]2[C@:13]3([CH2:22][C:23](=[NH:25])C)[C:19]([CH3:21])([CH3:20])[C@H:16]([C:17]=2[CH:18]=1)[CH2:15][CH2:14]3.C1(C)C=CC(S([O-])(=O)=O)=CC=1.[NH+:37]1C=CC=CC=1.C([O:50][CH2:51]C)(OCC)OCC, predict the reaction product. The product is: [F:1][C:2]1[CH:7]=[CH:6][CH:5]=[C:4]([F:8])[C:3]=1[C:9]1[N:10]=[N:11][C:12]2[C@:13]3([CH2:22][C:23]4[N:25]=[CH:51][O:50][N:37]=4)[C:19]([CH3:20])([CH3:21])[C@H:16]([C:17]=2[CH:18]=1)[CH2:15][CH2:14]3. (7) The product is: [CH3:34][S:35]([O:24][CH2:23][C:20]1[CH:19]=[CH:18][C:17]([CH2:16][N:6]2[C:5]([O:25][CH3:26])=[N:4][C:3]3[C:7]2=[N:8][C:9]([O:11][CH2:12][CH2:13][CH2:14][CH3:15])=[N:10][C:2]=3[NH2:1])=[CH:22][CH:21]=1)(=[O:37])=[O:36]. Given the reactants [NH2:1][C:2]1[N:10]=[C:9]([O:11][CH2:12][CH2:13][CH2:14][CH3:15])[N:8]=[C:7]2[C:3]=1[N:4]=[C:5]([O:25][CH3:26])[N:6]2[CH2:16][C:17]1[CH:22]=[CH:21][C:20]([CH2:23][OH:24])=[CH:19][CH:18]=1.C(N(CC)CC)C.[CH3:34][S:35](Cl)(=[O:37])=[O:36], predict the reaction product.